From a dataset of Peptide-MHC class I binding affinity with 185,985 pairs from IEDB/IMGT. Regression. Given a peptide amino acid sequence and an MHC pseudo amino acid sequence, predict their binding affinity value. This is MHC class I binding data. The peptide sequence is RECGARVIL. The MHC is HLA-B08:02 with pseudo-sequence HLA-B08:02. The binding affinity (normalized) is 0.0847.